From a dataset of NCI-60 drug combinations with 297,098 pairs across 59 cell lines. Regression. Given two drug SMILES strings and cell line genomic features, predict the synergy score measuring deviation from expected non-interaction effect. (1) Drug 1: C1=CC(=CC=C1C#N)C(C2=CC=C(C=C2)C#N)N3C=NC=N3. Drug 2: C1=CN(C(=O)N=C1N)C2C(C(C(O2)CO)O)O.Cl. Cell line: K-562. Synergy scores: CSS=40.9, Synergy_ZIP=-0.417, Synergy_Bliss=-4.25, Synergy_Loewe=-11.4, Synergy_HSA=-1.31. (2) Drug 1: CC1=C2C(C(=O)C3(C(CC4C(C3C(C(C2(C)C)(CC1OC(=O)C(C(C5=CC=CC=C5)NC(=O)C6=CC=CC=C6)O)O)OC(=O)C7=CC=CC=C7)(CO4)OC(=O)C)O)C)OC(=O)C. Drug 2: C1=CC=C(C(=C1)C(C2=CC=C(C=C2)Cl)C(Cl)Cl)Cl. Cell line: SK-OV-3. Synergy scores: CSS=0.717, Synergy_ZIP=4.51, Synergy_Bliss=-2.15, Synergy_Loewe=0.829, Synergy_HSA=-1.23. (3) Drug 1: CC(CN1CC(=O)NC(=O)C1)N2CC(=O)NC(=O)C2. Drug 2: CC(C1=C(C=CC(=C1Cl)F)Cl)OC2=C(N=CC(=C2)C3=CN(N=C3)C4CCNCC4)N. Cell line: T-47D. Synergy scores: CSS=3.75, Synergy_ZIP=4.26, Synergy_Bliss=0.215, Synergy_Loewe=-1.35, Synergy_HSA=-1.41. (4) Drug 1: C(CC(=O)O)C(=O)CN.Cl. Drug 2: C1C(C(OC1N2C=NC(=NC2=O)N)CO)O. Cell line: HOP-92. Synergy scores: CSS=5.00, Synergy_ZIP=-5.17, Synergy_Bliss=-0.891, Synergy_Loewe=-4.75, Synergy_HSA=-2.96.